From a dataset of Catalyst prediction with 721,799 reactions and 888 catalyst types from USPTO. Predict which catalyst facilitates the given reaction. (1) Reactant: [NH2:1][C:2]1[N:7]([CH2:8][CH:9]2[CH2:14][CH2:13][CH2:12][CH2:11][CH2:10]2)[C:6](=[O:15])[N:5]([CH2:16][CH:17]2[CH2:22][CH2:21][CH2:20][CH2:19][CH2:18]2)[C:4](=[O:23])[CH:3]=1.O.C(O)C.[N:28]([O-])=[O:29].[Na+]. Product: [NH2:1][C:2]1[N:7]([CH2:8][CH:9]2[CH2:14][CH2:13][CH2:12][CH2:11][CH2:10]2)[C:6](=[O:15])[N:5]([CH2:16][CH:17]2[CH2:18][CH2:19][CH2:20][CH2:21][CH2:22]2)[C:4](=[O:23])[C:3]=1[N:28]=[O:29]. The catalyst class is: 15. (2) Reactant: [NH:1]1[CH2:9][CH2:8][CH2:7][CH:3]([C:4]([OH:6])=[O:5])[CH2:2]1.[OH-].[Na+].[CH2:12]([O:19][C:20](Cl)=[O:21])[C:13]1[CH:18]=[CH:17][CH:16]=[CH:15][CH:14]=1.Cl. Product: [CH2:12]([O:19][C:20]([N:1]1[CH2:9][CH2:8][CH2:7][CH:3]([C:4]([OH:6])=[O:5])[CH2:2]1)=[O:21])[C:13]1[CH:18]=[CH:17][CH:16]=[CH:15][CH:14]=1. The catalyst class is: 27.